The task is: Predict the reactants needed to synthesize the given product.. This data is from Full USPTO retrosynthesis dataset with 1.9M reactions from patents (1976-2016). (1) Given the product [CH2:23]([N:24]1[CH2:36][C:35]2[NH:34][C:33]3[CH:32]=[CH:31][CH:30]=[C:29]4[C:37](=[O:40])[NH:38][N:39]=[C:26]([C:27]=2[C:28]=34)[CH2:25]1)[CH2:2][CH3:3], predict the reactants needed to synthesize it. The reactants are: O=[C:2]1C2C3C(C(OC)=O)=CC=CC=3NC=2CN[CH2:3]1.C(=O)CC.[CH3:23][N:24]1[CH2:36][C:35]2[NH:34][C:33]3[CH:32]=[CH:31][CH:30]=[C:29]4[C:37](=[O:40])[NH:38][N:39]=[C:26]([C:27]=2[C:28]=34)[CH2:25]1. (2) Given the product [CH3:23][C:19]1([CH3:22])[CH2:18][CH2:17][C:16]([CH3:24])([CH3:25])[C:15]2[CH2:14][C:13]([CH:12]=[CH:11][C:8]3[CH:7]=[CH:6][C:5]([C:4]([OH:31])=[O:3])=[CH:10][CH:9]=3)([CH2:26][CH2:27][CH2:28][CH2:29][CH3:30])[CH2:21][C:20]1=2, predict the reactants needed to synthesize it. The reactants are: C([O:3][C:4](=[O:31])[C:5]1[CH:10]=[CH:9][C:8](/[CH:11]=[CH:12]/[C:13]2([CH2:26][CH2:27][CH2:28][CH2:29][CH3:30])[CH2:21][C:20]3[C:19]([CH3:23])([CH3:22])[CH2:18][CH2:17][C:16]([CH3:25])([CH3:24])[C:15]=3[CH2:14]2)=[CH:7][CH:6]=1)C.[OH-].[K+].C1COCC1. (3) Given the product [Cl-:49].[Cl-:49].[N:18]1[CH:19]=[CH:20][CH:21]=[CH:22][C:17]=1[CH:16]([C:11]1[C:1]2[C:14](=[CH:15][CH:10]=[CH:3][CH:2]=2)[CH:13]([Cr+2:52])[CH:12]=1)[C:30]1[CH:29]=[CH:28][CH:33]=[CH:32][CH:31]=1, predict the reactants needed to synthesize it. The reactants are: [CH2:1]1C2C(=CC=CC=2)[C:3]([C:10]2[CH:15]=[CH:14][CH:13]=[CH:12][C:11]=2[CH2:16][C:17]2[CH:22]=[CH:21][CH:20]=[CH:19][N:18]=2)=[CH:2]1.C([Li])CCC.[CH3:28][CH2:29][CH2:30][CH2:31][CH2:32][CH3:33].O1CCCC1.O1CCCC1.O1CCCC1.[Cl-:49].[Cl-].[Cl-].[Cr+3:52]. (4) Given the product [CH3:19][O:20][CH:21]([O:24][CH3:25])[CH2:22][NH:9][C:6]1[CH:7]=[CH:8][C:3]([O:2][CH3:1])=[C:4]([O:10][CH2:11][CH2:12][N:13]2[CH2:18][CH2:17][CH2:16][CH2:15][CH2:14]2)[CH:5]=1, predict the reactants needed to synthesize it. The reactants are: [CH3:1][O:2][C:3]1[CH:8]=[CH:7][C:6]([NH2:9])=[CH:5][C:4]=1[O:10][CH2:11][CH2:12][N:13]1[CH2:18][CH2:17][CH2:16][CH2:15][CH2:14]1.[CH3:19][O:20][CH:21]([O:24][CH3:25])[CH:22]=O. (5) Given the product [Cl:1][C:2]1[CH:11]=[C:10]2[C:5]([C:6](=[C:17]3[CH2:21][CH2:20][N:19]([C:22]4[CH:27]=[CH:26][CH:25]=[CH:29][CH:23]=4)[C:18]3=[O:28])[CH2:7][CH:8]([C:12]([O:14][CH2:15][CH3:16])=[O:13])[NH:9]2)=[CH:4][CH:3]=1, predict the reactants needed to synthesize it. The reactants are: [Cl:1][C:2]1[CH:11]=[C:10]2[C:5]([C:6](=[C:17]3[CH2:21][CH2:20][N:19]([C:22]4[CH:23]=N[CH:25]=[CH:26][CH:27]=4)[C:18]3=[O:28])[CH2:7][CH:8]([C:12]([O:14][CH2:15][CH3:16])=[O:13])[NH:9]2)=[CH:4][CH:3]=1.[C:29]1(C)C=CC=CC=1. (6) The reactants are: [NH2:1][C:2]1[N:7]=[CH:6][N:5]=[C:4]([NH:8][C@H:9]([C:11]2[N:16]([C:17]3[CH:22]=[CH:21][CH:20]=[CH:19][CH:18]=3)[C:15](=[O:23])[C:14]3=[C:24]([CH3:27])[CH:25]=[CH:26][N:13]3[N:12]=2)[CH3:10])[C:3]=1I.[F:29][C:30]1[CH:31]=[C:32](B(O)O)[CH:33]=[C:34]([OH:36])[CH:35]=1.C(=O)([O-])[O-].[Na+].[Na+]. Given the product [NH2:1][C:2]1[N:7]=[CH:6][N:5]=[C:4]([NH:8][C@H:9]([C:11]2[N:16]([C:17]3[CH:22]=[CH:21][CH:20]=[CH:19][CH:18]=3)[C:15](=[O:23])[C:14]3=[C:24]([CH3:27])[CH:25]=[CH:26][N:13]3[N:12]=2)[CH3:10])[C:3]=1[C:32]1[CH:33]=[C:34]([OH:36])[CH:35]=[C:30]([F:29])[CH:31]=1, predict the reactants needed to synthesize it. (7) The reactants are: C([O:4][C:5]1[CH:24]=[CH:23][C:8]([C:9]2[CH2:10][O:11][C:12]3[C:17]([CH:18]=2)=[CH:16][CH:15]=[C:14]([O:19]C(=O)C)[CH:13]=3)=[CH:7][CH:6]=1)(=O)C.C[Si](C)(C)[C:27]1[NH:28][CH:29]=[CH:30][CH:31]=1. Given the product [OH:4][C:5]1[CH:24]=[CH:23][C:8]([C:9]2[CH:10]([C:27]3[NH:28][CH:29]=[CH:30][CH:31]=3)[O:11][C:12]3[C:17]([CH:18]=2)=[CH:16][CH:15]=[C:14]([OH:19])[CH:13]=3)=[CH:7][CH:6]=1, predict the reactants needed to synthesize it.